From a dataset of Catalyst prediction with 721,799 reactions and 888 catalyst types from USPTO. Predict which catalyst facilitates the given reaction. (1) Reactant: [NH2:1][C:2]1[CH:10]=[C:9]2[C:5]([C:6]([C:17]([F:20])([F:19])[F:18])([C:13]([F:16])([F:15])[F:14])[C:7](=[O:12])[N:8]2O)=[CH:4][CH:3]=1.CC(O)=O. Product: [NH2:1][C:2]1[CH:10]=[C:9]2[C:5]([C:6]([C:13]([F:16])([F:14])[F:15])([C:17]([F:18])([F:19])[F:20])[C:7](=[O:12])[NH:8]2)=[CH:4][CH:3]=1. The catalyst class is: 324. (2) Reactant: [F:1][C:2]1[CH:3]=[C:4]([CH:7]=[CH:8][C:9]=1[C@@H:10]1[N:14]2[CH:15]=[N:16][CH:17]=[C:13]2[C:12](=[O:18])[CH2:11]1)[C:5]#[N:6].[CH:19]([Mg]Br)=[CH2:20]. Product: [F:1][C:2]1[CH:3]=[C:4]([CH:7]=[CH:8][C:9]=1[C@@H:10]1[N:14]2[CH:15]=[N:16][CH:17]=[C:13]2[C@@:12]([OH:18])([CH:19]=[CH2:20])[CH2:11]1)[C:5]#[N:6]. The catalyst class is: 1.